Dataset: Peptide-MHC class II binding affinity with 134,281 pairs from IEDB. Task: Regression. Given a peptide amino acid sequence and an MHC pseudo amino acid sequence, predict their binding affinity value. This is MHC class II binding data. (1) The peptide sequence is FDPYGATISATPESA. The MHC is DRB1_0101 with pseudo-sequence DRB1_0101. The binding affinity (normalized) is 0.351. (2) The peptide sequence is FLFQRAVAREAIIAL. The MHC is DRB1_1201 with pseudo-sequence DRB1_1201. The binding affinity (normalized) is 0.309. (3) The peptide sequence is RDGQLTIKAERTEQK. The MHC is DRB1_1501 with pseudo-sequence DRB1_1501. The binding affinity (normalized) is 0.204. (4) The peptide sequence is MVTMLSPMLHHWIKV. The MHC is DRB1_0901 with pseudo-sequence DRB1_0901. The binding affinity (normalized) is 0.657. (5) The peptide sequence is VIPEPGQQRSIQDNQ. The MHC is DRB3_0202 with pseudo-sequence DRB3_0202. The binding affinity (normalized) is 0. (6) The peptide sequence is ASQKRPSQRHGSK. The MHC is H-2-IAu with pseudo-sequence H-2-IAu. The binding affinity (normalized) is 0.